Dataset: NCI-60 drug combinations with 297,098 pairs across 59 cell lines. Task: Regression. Given two drug SMILES strings and cell line genomic features, predict the synergy score measuring deviation from expected non-interaction effect. (1) Drug 1: C#CCC(CC1=CN=C2C(=N1)C(=NC(=N2)N)N)C3=CC=C(C=C3)C(=O)NC(CCC(=O)O)C(=O)O. Drug 2: C1C(C(OC1N2C=NC(=NC2=O)N)CO)O. Cell line: HL-60(TB). Synergy scores: CSS=26.9, Synergy_ZIP=-5.93, Synergy_Bliss=3.77, Synergy_Loewe=8.92, Synergy_HSA=6.04. (2) Drug 1: C1CCC(CC1)NC(=O)N(CCCl)N=O. Drug 2: B(C(CC(C)C)NC(=O)C(CC1=CC=CC=C1)NC(=O)C2=NC=CN=C2)(O)O. Cell line: OVCAR-5. Synergy scores: CSS=7.65, Synergy_ZIP=-2.99, Synergy_Bliss=-0.825, Synergy_Loewe=-2.09, Synergy_HSA=-2.10. (3) Synergy scores: CSS=5.58, Synergy_ZIP=-7.60, Synergy_Bliss=-12.1, Synergy_Loewe=-11.3, Synergy_HSA=-9.74. Drug 2: CC1=C(N=C(N=C1N)C(CC(=O)N)NCC(C(=O)N)N)C(=O)NC(C(C2=CN=CN2)OC3C(C(C(C(O3)CO)O)O)OC4C(C(C(C(O4)CO)O)OC(=O)N)O)C(=O)NC(C)C(C(C)C(=O)NC(C(C)O)C(=O)NCCC5=NC(=CS5)C6=NC(=CS6)C(=O)NCCC[S+](C)C)O. Cell line: A549. Drug 1: CNC(=O)C1=CC=CC=C1SC2=CC3=C(C=C2)C(=NN3)C=CC4=CC=CC=N4. (4) Drug 1: CC1OCC2C(O1)C(C(C(O2)OC3C4COC(=O)C4C(C5=CC6=C(C=C35)OCO6)C7=CC(=C(C(=C7)OC)O)OC)O)O. Drug 2: C1C(C(OC1N2C=NC3=C(N=C(N=C32)Cl)N)CO)O. Cell line: 786-0. Synergy scores: CSS=8.71, Synergy_ZIP=-10.3, Synergy_Bliss=-3.82, Synergy_Loewe=-3.83, Synergy_HSA=-2.42. (5) Drug 1: CN(C)N=NC1=C(NC=N1)C(=O)N. Drug 2: CN(C)C1=NC(=NC(=N1)N(C)C)N(C)C. Cell line: EKVX. Synergy scores: CSS=-1.95, Synergy_ZIP=2.41, Synergy_Bliss=1.65, Synergy_Loewe=0.212, Synergy_HSA=-0.684.